From a dataset of Peptide-MHC class I binding affinity with 185,985 pairs from IEDB/IMGT. Regression. Given a peptide amino acid sequence and an MHC pseudo amino acid sequence, predict their binding affinity value. This is MHC class I binding data. (1) The peptide sequence is KVTKYLPL. The binding affinity (normalized) is 0.329. The MHC is H-2-Kb with pseudo-sequence H-2-Kb. (2) The peptide sequence is RAMRMVYYL. The MHC is HLA-A02:01 with pseudo-sequence HLA-A02:01. The binding affinity (normalized) is 0.968.